This data is from KCNQ2 potassium channel screen with 302,405 compounds. The task is: Binary Classification. Given a drug SMILES string, predict its activity (active/inactive) in a high-throughput screening assay against a specified biological target. (1) The result is 0 (inactive). The molecule is O=C(N1CCCC1)CC(c1c(O)cccc1)c1ccccc1. (2) The drug is O=C(Nc1ccc(N(C)C(=O)C)cc1)c1c(cccc1)C(O)=O. The result is 0 (inactive). (3) The molecule is S1\C(=C/c2c(n(c(c2)C)C)C)C(=O)N(CC(=O)Nc2cc(ccc2)C)C1=O. The result is 0 (inactive). (4) The molecule is S(=O)(=O)(N1CCN(CC1)c1c(c(ccc1)C)C)c1cc2NC(=O)CSc2cc1. The result is 0 (inactive). (5) The drug is s1c(c2nc(on2)CCc2ccc(OC)cc2)ccc1. The result is 0 (inactive). (6) The molecule is OC(=O)c1ccc(NCC=C)cc1. The result is 0 (inactive).